From a dataset of Catalyst prediction with 721,799 reactions and 888 catalyst types from USPTO. Predict which catalyst facilitates the given reaction. Reactant: [NH2:1][C:2]1[N:15]=[C:5]2[C:6](Br)=[CH:7][CH:8]=[C:9]([C:10]([OH:13])([CH3:12])[CH3:11])[N:4]2[N:3]=1.[Cl:16][C:17]1[CH:22]=[CH:21][C:20](B(O)O)=[CH:19][CH:18]=1.C([O-])([O-])=O.[Na+].[Na+].C(Cl)Cl. Product: [NH2:1][C:2]1[N:15]=[C:5]2[C:6]([C:20]3[CH:21]=[CH:22][C:17]([Cl:16])=[CH:18][CH:19]=3)=[CH:7][CH:8]=[C:9]([C:10]([OH:13])([CH3:12])[CH3:11])[N:4]2[N:3]=1. The catalyst class is: 38.